Dataset: Reaction yield outcomes from USPTO patents with 853,638 reactions. Task: Predict the reaction yield, written as a fraction of the theoretical maximum amount of product (1.0 means a 100% yield; for example, 0.34 means a 34% yield). (1) The reactants are [CH:1]1([N:5]2[C:13]3[C:8](=[CH:9][N:10]=[C:11]([CH3:14])[CH:12]=3)[CH:7]=[CH:6]2)[CH2:4][CH2:3][CH2:2]1.[C:15](#[N:17])C.ClS(N=C=O)(=O)=O.C([O-])([O-])=O.[Na+].[Na+]. The catalyst is CN(C=O)C. The product is [CH:1]1([N:5]2[C:13]3[C:8](=[CH:9][N:10]=[C:11]([CH3:14])[CH:12]=3)[C:7]([C:15]#[N:17])=[CH:6]2)[CH2:4][CH2:3][CH2:2]1. The yield is 0.640. (2) The catalyst is ClCCl. The yield is 0.890. The reactants are [Cl:1][C:2]1[CH:3]=[C:4]([CH2:13]O)[CH:5]=[C:6]([O:8][C:9]([F:12])([F:11])[F:10])[CH:7]=1.C1(P(C2C=CC=CC=2)C2C=CC=CC=2)C=CC=CC=1.C1C(=O)N([Br:41])C(=O)C1.O. The product is [Br:41][CH2:13][C:4]1[CH:5]=[C:6]([O:8][C:9]([F:12])([F:11])[F:10])[CH:7]=[C:2]([Cl:1])[CH:3]=1. (3) The reactants are [I:1][C:2]1[NH:6][N:5]=[C:4]([CH3:7])[C:3]=1[C:8]([O:10][CH2:11][CH3:12])=[O:9].[O:13]1[CH:18]=[CH:17][CH2:16][CH2:15][CH2:14]1.C1(C)C(S(O)(=O)=O)=CC=CC=1.C(=O)(O)[O-].[Na+]. The catalyst is O1CCCC1.O. The product is [I:1][C:2]1[N:6]([CH:14]2[CH2:15][CH2:16][CH2:17][CH2:18][O:13]2)[N:5]=[C:4]([CH3:7])[C:3]=1[C:8]([O:10][CH2:11][CH3:12])=[O:9]. The yield is 0.550.